This data is from Peptide-MHC class I binding affinity with 185,985 pairs from IEDB/IMGT. The task is: Regression. Given a peptide amino acid sequence and an MHC pseudo amino acid sequence, predict their binding affinity value. This is MHC class I binding data. (1) The peptide sequence is IEELFYSYAT. The MHC is HLA-B40:02 with pseudo-sequence HLA-B40:02. The binding affinity (normalized) is 0.635. (2) The peptide sequence is FLHKRFTLV. The MHC is HLA-A68:02 with pseudo-sequence HLA-A68:02. The binding affinity (normalized) is 0.337.